Dataset: Peptide-MHC class II binding affinity with 134,281 pairs from IEDB. Task: Regression. Given a peptide amino acid sequence and an MHC pseudo amino acid sequence, predict their binding affinity value. This is MHC class II binding data. (1) The peptide sequence is EKKYFARTQFEPLAA. The MHC is HLA-DPA10301-DPB10402 with pseudo-sequence HLA-DPA10301-DPB10402. The binding affinity (normalized) is 0.901. (2) The peptide sequence is AMTKGEGGVWTFDSE. The MHC is DRB1_0301 with pseudo-sequence DRB1_0301. The binding affinity (normalized) is 0.222. (3) The peptide sequence is AGGAGGVGAVGGKGG. The MHC is DRB1_0301 with pseudo-sequence DRB1_0301. The binding affinity (normalized) is 0.